From a dataset of Peptide-MHC class I binding affinity with 185,985 pairs from IEDB/IMGT. Regression. Given a peptide amino acid sequence and an MHC pseudo amino acid sequence, predict their binding affinity value. This is MHC class I binding data. (1) The peptide sequence is KCFEKFIEPK. The MHC is HLA-A03:01 with pseudo-sequence HLA-A03:01. The binding affinity (normalized) is 0.305. (2) The peptide sequence is TVATSRTLSY. The MHC is HLA-A29:02 with pseudo-sequence HLA-A29:02. The binding affinity (normalized) is 0.574. (3) The peptide sequence is FPPEIINVI. The MHC is BoLA-JSP.1 with pseudo-sequence BoLA-JSP.1. The binding affinity (normalized) is 0.0641.